Dataset: Reaction yield outcomes from USPTO patents with 853,638 reactions. Task: Predict the reaction yield, written as a fraction of the theoretical maximum amount of product (1.0 means a 100% yield; for example, 0.34 means a 34% yield). The reactants are [NH2:1][C:2]1[C:3]([N+:21]([O-])=O)=[C:4]([N:8]2[CH2:13][CH2:12][N:11]([C:14]([O:16][C:17]([CH3:20])([CH3:19])[CH3:18])=[O:15])[CH2:10][CH2:9]2)[CH:5]=[CH:6][CH:7]=1.[C:24]1([CH2:30][O:31][C:32]([NH:34][CH2:35][C:36](O)=O)=[O:33])[CH:29]=[CH:28][CH:27]=[CH:26][CH:25]=1.O=C1N(P(Cl)(N2CCOC2=O)=O)CCO1.C(N(CC)C(C)C)(C)C. The catalyst is C(#N)C. The product is [C:24]1([CH2:30][O:31][C:32]([NH:34][CH2:35][C:36]2[NH:1][C:2]3[CH:7]=[CH:6][CH:5]=[C:4]([N:8]4[CH2:13][CH2:12][N:11]([C:14]([O:16][C:17]([CH3:20])([CH3:19])[CH3:18])=[O:15])[CH2:10][CH2:9]4)[C:3]=3[N:21]=2)=[O:33])[CH:29]=[CH:28][CH:27]=[CH:26][CH:25]=1. The yield is 0.780.